Dataset: Reaction yield outcomes from USPTO patents with 853,638 reactions. Task: Predict the reaction yield, written as a fraction of the theoretical maximum amount of product (1.0 means a 100% yield; for example, 0.34 means a 34% yield). (1) The reactants are CCOC1N(C(OCC)=O)C2C(=CC=CC=2)C=C1.[NH2:19][C:20]1[CH:27]=[CH:26][C:23]([CH2:24][OH:25])=[CH:22][CH:21]=1.[CH2:28]([O:31][C:32]([NH:34][C@@H:35]([CH:44]([CH3:46])[CH3:45])[C:36]([NH:38][C@@H:39]([CH3:43])[C:40](O)=[O:41])=[O:37])=[O:33])[CH:29]=[CH2:30]. The catalyst is C1COCC1. The product is [OH:25][CH2:24][C:23]1[CH:26]=[CH:27][C:20]([NH:19][C:40](=[O:41])[C@@H:39]([NH:38][C:36](=[O:37])[C@@H:35]([NH:34][C:32](=[O:33])[O:31][CH2:28][CH:29]=[CH2:30])[CH:44]([CH3:46])[CH3:45])[CH3:43])=[CH:21][CH:22]=1. The yield is 0.880. (2) The reactants are [CH2:1]([N:8]1[CH2:12][CH:11]([C:13]2[CH:18]=[CH:17][C:16]([Cl:19])=[C:15]([Cl:20])[CH:14]=2)[CH:10]([NH2:21])[CH2:9]1)[C:2]1[CH:7]=[CH:6][CH:5]=[CH:4][CH:3]=1.[C:22]([O-])([O-])=O.[K+].[K+].ClC(OCC)=O.B. The catalyst is C1COCC1.O. The product is [CH2:1]([N:8]1[CH2:12][C@@H:11]([C:13]2[CH:18]=[CH:17][C:16]([Cl:19])=[C:15]([Cl:20])[CH:14]=2)[C@H:10]([NH:21][CH3:22])[CH2:9]1)[C:2]1[CH:3]=[CH:4][CH:5]=[CH:6][CH:7]=1. The yield is 0.510. (3) The yield is 0.760. The product is [NH2:1][C:2]1[C:7]([N+:8]([O-:10])=[O:9])=[CH:6][C:5]([C:16]2[CH:17]=[CH:18][C:13]([F:12])=[CH:14][CH:15]=2)=[CH:4][N:3]=1. The reactants are [NH2:1][C:2]1[C:7]([N+:8]([O-:10])=[O:9])=[CH:6][C:5](Br)=[CH:4][N:3]=1.[F:12][C:13]1[CH:18]=[CH:17][C:16](B(O)O)=[CH:15][CH:14]=1.C(=O)([O-])[O-].[Na+].[Na+]. The catalyst is C(COC)OC.C(OCC)(=O)C.C1C=CC([P]([Pd]([P](C2C=CC=CC=2)(C2C=CC=CC=2)C2C=CC=CC=2)([P](C2C=CC=CC=2)(C2C=CC=CC=2)C2C=CC=CC=2)[P](C2C=CC=CC=2)(C2C=CC=CC=2)C2C=CC=CC=2)(C2C=CC=CC=2)C2C=CC=CC=2)=CC=1. (4) The reactants are [OH:1][C@H:2]1[C@H:7]([OH:8])[C@@H:6]([OH:9])[CH:5]([OH:10])[O:4][C@@H:3]1[C:11]([O:13][CH2:14][C:15]1[CH:20]=[CH:19][CH:18]=[CH:17][CH:16]=1)=[O:12].[O:21]=[S:22]1(=[O:69])[CH2:27][CH2:26][N:25]([CH2:28][CH2:29][NH:30][C@:31]23[CH2:65][CH2:64][C@@H:63]([C:66]([CH3:68])=[CH2:67])[C@@H:32]2[C@@H:33]2[C@@:46]([CH3:49])([CH2:47][CH2:48]3)[C@@:45]3([CH3:50])[C@@H:36]([C@:37]4([CH3:62])[C@@H:42]([CH2:43][CH2:44]3)[C:41]([CH3:52])([CH3:51])[C:40]([C:53]3[CH:61]=[CH:60][C:56]([C:57](O)=[O:58])=[CH:55][CH:54]=3)=[CH:39][CH2:38]4)[CH2:35][CH2:34]2)[CH2:24][CH2:23]1.CN(C(ON1N=NC2C=CC=NC1=2)=[N+](C)C)C.F[P-](F)(F)(F)(F)F.CN1CCOCC1. The catalyst is O1CCOCC1. The product is [O:69]=[S:22]1(=[O:21])[CH2:27][CH2:26][N:25]([CH2:28][CH2:29][NH:30][C@:31]23[CH2:65][CH2:64][C@@H:63]([C:66]([CH3:68])=[CH2:67])[C@@H:32]2[C@@H:33]2[C@@:46]([CH3:49])([CH2:47][CH2:48]3)[C@@:45]3([CH3:50])[C@@H:36]([C@:37]4([CH3:62])[C@@H:42]([CH2:43][CH2:44]3)[C:41]([CH3:52])([CH3:51])[C:40]([C:53]3[CH:54]=[CH:55][C:56]([C:57]([O:10][C@H:5]5[O:4][C@H:3]([C:11]([O:13][CH2:14][C:15]6[CH:20]=[CH:19][CH:18]=[CH:17][CH:16]=6)=[O:12])[C@@H:2]([OH:1])[C@H:7]([OH:8])[C@H:6]5[OH:9])=[O:58])=[CH:60][CH:61]=3)=[CH:39][CH2:38]4)[CH2:35][CH2:34]2)[CH2:24][CH2:23]1. The yield is 0.140. (5) The reactants are [F:1][C:2]([F:7])([F:6])[C:3]([OH:5])=[O:4].[C:8]1([C:14]2[CH:19]=[C:18]([CH:20]3[CH2:25][CH2:24][NH:23][CH2:22][CH2:21]3)[CH:17]=[CH:16][C:15]=2[NH:26][C:27]([C:29]2[NH:30][CH:31]=[C:32]([C:34]#[N:35])[N:33]=2)=[O:28])[CH2:13][CH2:12][CH2:11][CH2:10][CH:9]=1.C([O-])([O-])=O.[K+].[K+].F[C:43]1[CH:48]=[CH:47][CH:46]=[CH:45][N:44]=1.CN(C)C(=O)C. The catalyst is O. The product is [F:1][C:2]([F:7])([F:6])[C:3]([OH:5])=[O:4].[C:8]1([C:14]2[CH:19]=[C:18]([CH:20]3[CH2:21][CH2:22][N:23]([C:43]4[CH:48]=[CH:47][CH:46]=[CH:45][N:44]=4)[CH2:24][CH2:25]3)[CH:17]=[CH:16][C:15]=2[NH:26][C:27]([C:29]2[NH:30][CH:31]=[C:32]([C:34]#[N:35])[N:33]=2)=[O:28])[CH2:13][CH2:12][CH2:11][CH2:10][CH:9]=1. The yield is 0.750. (6) The reactants are CO[C:3]([C:5]1[CH:10]=[CH:9][C:8](B(O)O)=[CH:7][CH:6]=1)=O.[NH2:14][C:15]1[CH2:16][C:17]([C:27]([N:29]([CH2:33][CH2:34][CH3:35])[CH2:30][CH2:31][CH3:32])=[O:28])=[CH:18][C:19]2[CH:25]=[CH:24][C:23](Br)=[CH:22][C:20]=2[N:21]=1.[C:36](=[O:39])([O-])[O-:37].[K+].[K+]. The catalyst is C(#N)C.CCOC(C)=O.C1C=CC([P]([Pd]([P](C2C=CC=CC=2)(C2C=CC=CC=2)C2C=CC=CC=2)([P](C2C=CC=CC=2)(C2C=CC=CC=2)C2C=CC=CC=2)[P](C2C=CC=CC=2)(C2C=CC=CC=2)C2C=CC=CC=2)(C2C=CC=CC=2)C2C=CC=CC=2)=CC=1. The product is [NH2:14][C:15]1[CH2:16][C:17]([C:27](=[O:28])[N:29]([CH2:33][CH2:34][CH3:35])[CH2:30][CH2:31][CH3:32])=[CH:18][C:19]2[CH:25]=[CH:24][C:23]([C:8]3[CH:9]=[CH:10][C:5]([CH2:3][C:36]([O:37][CH2:3][C:5]4[CH:10]=[CH:9][CH:8]=[CH:7][CH:6]=4)=[O:39])=[CH:6][CH:7]=3)=[CH:22][C:20]=2[N:21]=1. The yield is 0.330.